This data is from Reaction yield outcomes from USPTO patents with 853,638 reactions. The task is: Predict the reaction yield, written as a fraction of the theoretical maximum amount of product (1.0 means a 100% yield; for example, 0.34 means a 34% yield). The reactants are CC1(C)C(C)(C)OB([C:9]2[CH:10]=[CH:11][C:12]3[O:25][CH2:24][CH2:23][N:15]4[C:16]5[CH:17]=[CH:18][CH:19]=[CH:20][C:21]=5[CH:22]=[C:14]4[C:13]=3[CH:26]=2)O1.Br[C:29]1[C:30]([N:49]([CH3:54])[S:50]([CH3:53])(=[O:52])=[O:51])=[CH:31][C:32]2[O:36][C:35]([C:37]3[CH:42]=[CH:41][C:40]([F:43])=[CH:39][CH:38]=3)=[C:34]([C:44]([NH:46][CH3:47])=[O:45])[C:33]=2[CH:48]=1. The catalyst is CN(C=O)C.C1C=CC(P(C2C=CC=CC=2)[C-]2C=CC=C2)=CC=1.C1C=CC(P(C2C=CC=CC=2)[C-]2C=CC=C2)=CC=1.Cl[Pd]Cl.[Fe+2]. The product is [CH:26]1[C:13]2[C:14]3[N:15]([CH2:23][CH2:24][O:25][C:12]=2[CH:11]=[CH:10][C:9]=1[C:29]1[C:30]([N:49]([CH3:54])[S:50]([CH3:53])(=[O:52])=[O:51])=[CH:31][C:32]2[O:36][C:35]([C:37]4[CH:42]=[CH:41][C:40]([F:43])=[CH:39][CH:38]=4)=[C:34]([C:44]([NH:46][CH3:47])=[O:45])[C:33]=2[CH:48]=1)[C:16]1[CH:17]=[CH:18][CH:19]=[CH:20][C:21]=1[CH:22]=3. The yield is 0.249.